This data is from Peptide-MHC class I binding affinity with 185,985 pairs from IEDB/IMGT. The task is: Regression. Given a peptide amino acid sequence and an MHC pseudo amino acid sequence, predict their binding affinity value. This is MHC class I binding data. (1) The peptide sequence is AESLVGFLFY. The MHC is HLA-A01:01 with pseudo-sequence HLA-A01:01. The binding affinity (normalized) is 0. (2) The binding affinity (normalized) is 0.638. The MHC is HLA-A68:02 with pseudo-sequence HLA-A68:02. The peptide sequence is IVSKCIVQSV. (3) The binding affinity (normalized) is 0.177. The MHC is HLA-A02:02 with pseudo-sequence HLA-A02:02. The peptide sequence is VQLSNNKYV. (4) The MHC is HLA-B15:01 with pseudo-sequence HLA-B15:01. The binding affinity (normalized) is 0.964. The peptide sequence is EMILSTSSM. (5) The peptide sequence is MHYGYNRAN. The binding affinity (normalized) is 0.0847. The MHC is HLA-A02:01 with pseudo-sequence HLA-A02:01. (6) The peptide sequence is AISAVYFKAK. The MHC is HLA-A33:01 with pseudo-sequence HLA-A33:01. The binding affinity (normalized) is 0. (7) The peptide sequence is RLFFIDWEY. The MHC is HLA-A69:01 with pseudo-sequence HLA-A69:01. The binding affinity (normalized) is 0.0847. (8) The peptide sequence is SSFDYCGTDH. The MHC is HLA-A68:01 with pseudo-sequence HLA-A68:01. The binding affinity (normalized) is 0.0164. (9) The peptide sequence is ITCKAFGLY. The MHC is HLA-B15:01 with pseudo-sequence HLA-B15:01. The binding affinity (normalized) is 0.118.